Dataset: Forward reaction prediction with 1.9M reactions from USPTO patents (1976-2016). Task: Predict the product of the given reaction. Given the reactants Cl.Cl.Cl.[NH:4]1[CH2:9][CH2:8][CH:7]([N:10]2[CH2:13][C:12]([CH2:36][C:37]#[N:38])([N:14]3[CH:18]=[CH:17][C:16]([C:19]4[C:20]5[CH:27]=[CH:26][N:25](COCC[Si](C)(C)C)[C:21]=5[N:22]=[CH:23][N:24]=4)=[CH:15]3)[CH2:11]2)[CH2:6][CH2:5]1.[F:39][C:40]([F:51])([F:50])[C:41]1[N:46]=[C:45]([C:47](O)=[O:48])[CH:44]=[CH:43][N:42]=1, predict the reaction product. The product is: [N:22]1[C:21]2[NH:25][CH:26]=[CH:27][C:20]=2[C:19]([C:16]2[CH:17]=[CH:18][N:14]([C:12]3([CH2:36][C:37]#[N:38])[CH2:11][N:10]([CH:7]4[CH2:8][CH2:9][N:4]([C:47]([C:45]5[CH:44]=[CH:43][N:42]=[C:41]([C:40]([F:51])([F:39])[F:50])[N:46]=5)=[O:48])[CH2:5][CH2:6]4)[CH2:13]3)[CH:15]=2)=[N:24][CH:23]=1.